This data is from Forward reaction prediction with 1.9M reactions from USPTO patents (1976-2016). The task is: Predict the product of the given reaction. (1) Given the reactants [CH2:1]([NH:4][C:5]1[CH:10]=[CH:9][C:8]([C:11]([F:14])([F:13])[F:12])=[CH:7][C:6]=1I)[CH:2]=[CH2:3].C(=O)([O-])[O-].[K+].[K+], predict the reaction product. The product is: [CH3:3][C:2]1[C:10]2[C:5](=[CH:6][CH:7]=[C:8]([C:11]([F:14])([F:13])[F:12])[CH:9]=2)[NH:4][CH:1]=1. (2) Given the reactants N(C(C)(C)C#N)=NC(C)(C)C#N.[Br:13]N1C(=O)CCC1=O.C(=[N:28][C:29]1[CH:36]=[C:35]([CH3:37])[CH:34]=[CH:33][C:30]=1[C:31]#[N:32])C1C=CC=CC=1, predict the reaction product. The product is: [NH2:28][C:29]1[CH:36]=[C:35]([CH2:37][Br:13])[CH:34]=[CH:33][C:30]=1[C:31]#[N:32]. (3) Given the reactants [OH:1][CH2:2][CH2:3][N:4]1[CH2:9][C:8]([CH3:11])([CH3:10])[NH:7][C:6]([CH3:13])([CH3:12])[C:5]1=[O:14].[CH2:15]([CH:17]1[O:19][CH2:18]1)Cl.[OH-].[Na+].ClCCl, predict the reaction product. The product is: [CH3:12][C:6]1([CH3:13])[NH:7][C:8]([CH3:10])([CH3:11])[CH2:9][N:4]([CH2:3][CH2:2][O:1][CH2:15][CH:17]2[CH2:18][O:19]2)[C:5]1=[O:14]. (4) Given the reactants [C:1]([O:5][C:6](=[O:25])[NH:7][CH2:8][C:9]1[C:14]([C:15]2[CH:20]=[CH:19][C:18]([Cl:21])=[CH:17][C:16]=2[Cl:22])=[CH:13][N:12]=[C:11]([NH:23][NH2:24])[CH:10]=1)([CH3:4])([CH3:3])[CH3:2].Br[C:27]#[N:28].CCOC(C)=O, predict the reaction product. The product is: [C:1]([O:5][C:6](=[O:25])[NH:7][CH2:8][C:9]1[C:14]([C:15]2[CH:20]=[CH:19][C:18]([Cl:21])=[CH:17][C:16]=2[Cl:22])=[CH:13][N:12]2[C:27]([NH2:28])=[N:24][N:23]=[C:11]2[CH:10]=1)([CH3:4])([CH3:2])[CH3:3]. (5) Given the reactants [F:1][C:2]1[CH:3]=[C:4]([CH:6]=[CH:7][C:8]=1[N+:9]([O-:11])=[O:10])[NH2:5].[Br:12]Br.[OH-].[Na+], predict the reaction product. The product is: [Br:12][C:6]1[CH:7]=[C:8]([N+:9]([O-:11])=[O:10])[C:2]([F:1])=[CH:3][C:4]=1[NH2:5]. (6) Given the reactants [Cl:1][C:2]1[C:3]([C:12]([F:15])([F:14])[F:13])=[N:4][N:5]([CH2:8][C:9]([OH:11])=O)[C:6]=1[CH3:7].CN(C(ON1N=[N:31][C:26]2C=[CH:28][CH:29]=[N:30][C:25]1=2)=[N+](C)C)C.F[P-](F)(F)(F)(F)F.CC[N:42]([CH2:45][CH3:46])[CH2:43][CH3:44], predict the reaction product. The product is: [Cl:1][C:2]1[CH:3]=[CH:46][C:45]([N:42]2[C:43]3[CH2:44][CH2:28][CH2:29][N:30]([C:9](=[O:11])[CH2:8][N:5]4[C:6]([CH3:7])=[C:2]([Cl:1])[C:3]([C:12]([F:15])([F:14])[F:13])=[N:4]4)[C:25]=3[CH:26]=[N:31]2)=[CH:7][CH:6]=1. (7) Given the reactants [CH3:1][O:2][C:3]1[CH:4]=[C:5]([C:15]2[O:16][C:17]3[CH:23]=[CH:22][CH:21]=[CH:20][C:18]=3[N:19]=2)[CH:6]=[CH:7][C:8]=1[CH2:9]N1C=CN=N1.Br[CH2:25][C:26]1[CH:31]=[CH:30][C:29]([C:32]2[O:33][C:34]3[CH:40]=[CH:39][CH:38]=[CH:37][C:35]=3[N:36]=2)=[CH:28][C:27]=1[O:41][CH3:42].[NH:43]1[CH:47]=[C:46]([C:48]([O:50][CH3:51])=[O:49])[N:45]=[CH:44]1, predict the reaction product. The product is: [O:33]1[C:34]2[CH:40]=[CH:39][CH:38]=[CH:37][C:35]=2[N:36]=[C:32]1[C:29]1[CH:30]=[CH:31][C:26]([CH2:25][N:45]2[C:46]([C:48]([O:50][CH3:51])=[O:49])=[CH:47][N:43]=[CH:44]2)=[C:27]([O:41][CH3:42])[CH:28]=1.[O:16]1[C:17]2[CH:23]=[CH:22][CH:21]=[CH:20][C:18]=2[N:19]=[C:15]1[C:5]1[CH:6]=[CH:7][C:8]([CH2:9][N:43]2[CH:47]=[C:46]([C:48]([O:50][CH3:51])=[O:49])[N:45]=[CH:44]2)=[C:3]([O:2][CH3:1])[CH:4]=1. (8) Given the reactants FC(F)(F)C(O)=O.[F:8][C:9]1[C:14]([C:15]#[N:16])=[C:13]([CH3:17])[C:12]([C@H:18]2[O:23][CH2:22][C@@H:21]3[CH2:24][NH:25][CH2:26][CH2:27][N:20]3[CH2:19]2)=[CH:11][CH:10]=1.C1C=CC2N(O)N=NC=2C=1.[N:38]1([C:43]2[CH:44]=[CH:45][C:46]([CH2:49][C:50](O)=[O:51])=[N:47][CH:48]=2)[CH:42]=[N:41][N:40]=[N:39]1.C(Cl)CCl.[Cl-].[Na+].O.C([O-])(O)=O.[Na+], predict the reaction product. The product is: [N:38]1([C:43]2[CH:44]=[CH:45][C:46]([CH2:49][C:50]([N:25]3[CH2:26][CH2:27][N:20]4[C@H:21]([CH2:22][O:23][C@H:18]([C:12]5[C:13]([CH3:17])=[C:14]([C:9]([F:8])=[CH:10][CH:11]=5)[C:15]#[N:16])[CH2:19]4)[CH2:24]3)=[O:51])=[N:47][CH:48]=2)[CH:42]=[N:41][N:40]=[N:39]1.